Dataset: NCI-60 drug combinations with 297,098 pairs across 59 cell lines. Task: Regression. Given two drug SMILES strings and cell line genomic features, predict the synergy score measuring deviation from expected non-interaction effect. (1) Drug 1: C1=CN(C(=O)N=C1N)C2C(C(C(O2)CO)O)O.Cl. Drug 2: CC1=C(C=C(C=C1)NC(=O)C2=CC=C(C=C2)CN3CCN(CC3)C)NC4=NC=CC(=N4)C5=CN=CC=C5. Cell line: LOX IMVI. Synergy scores: CSS=19.0, Synergy_ZIP=-3.81, Synergy_Bliss=-8.08, Synergy_Loewe=-16.8, Synergy_HSA=-8.27. (2) Drug 1: C1=NC2=C(N1)C(=S)N=CN2. Drug 2: CC1=C(C(=O)C2=C(C1=O)N3CC4C(C3(C2COC(=O)N)OC)N4)N. Cell line: HL-60(TB). Synergy scores: CSS=67.6, Synergy_ZIP=-2.81, Synergy_Bliss=-3.32, Synergy_Loewe=-17.8, Synergy_HSA=-6.50.